Dataset: NCI-60 drug combinations with 297,098 pairs across 59 cell lines. Task: Regression. Given two drug SMILES strings and cell line genomic features, predict the synergy score measuring deviation from expected non-interaction effect. Drug 1: C1CN1P(=S)(N2CC2)N3CC3. Drug 2: CCC1(C2=C(COC1=O)C(=O)N3CC4=CC5=C(C=CC(=C5CN(C)C)O)N=C4C3=C2)O.Cl. Cell line: SW-620. Synergy scores: CSS=38.1, Synergy_ZIP=-0.352, Synergy_Bliss=2.74, Synergy_Loewe=-11.7, Synergy_HSA=4.38.